This data is from Peptide-MHC class I binding affinity with 185,985 pairs from IEDB/IMGT. The task is: Regression. Given a peptide amino acid sequence and an MHC pseudo amino acid sequence, predict their binding affinity value. This is MHC class I binding data. (1) The peptide sequence is NITHTNITT. The MHC is HLA-A02:06 with pseudo-sequence HLA-A02:06. The binding affinity (normalized) is 0.0250. (2) The peptide sequence is ESDKGSSQS. The MHC is HLA-A69:01 with pseudo-sequence HLA-A69:01. The binding affinity (normalized) is 0.0847. (3) The peptide sequence is NAFGWENAY. The MHC is HLA-B07:02 with pseudo-sequence HLA-B07:02. The binding affinity (normalized) is 0.459. (4) The peptide sequence is NQLYLTVSF. The MHC is HLA-A02:06 with pseudo-sequence HLA-A02:06. The binding affinity (normalized) is 0.756. (5) The binding affinity (normalized) is 0.572. The peptide sequence is TVVQRCASNK. The MHC is HLA-A11:01 with pseudo-sequence HLA-A11:01. (6) The peptide sequence is IINDKGKQY. The MHC is HLA-A03:01 with pseudo-sequence HLA-A03:01. The binding affinity (normalized) is 0.300.